From a dataset of NCI-60 drug combinations with 297,098 pairs across 59 cell lines. Regression. Given two drug SMILES strings and cell line genomic features, predict the synergy score measuring deviation from expected non-interaction effect. (1) Cell line: SK-OV-3. Drug 2: C#CCC(CC1=CN=C2C(=N1)C(=NC(=N2)N)N)C3=CC=C(C=C3)C(=O)NC(CCC(=O)O)C(=O)O. Synergy scores: CSS=4.45, Synergy_ZIP=-1.40, Synergy_Bliss=1.12, Synergy_Loewe=-2.00, Synergy_HSA=0.364. Drug 1: CC(C1=C(C=CC(=C1Cl)F)Cl)OC2=C(N=CC(=C2)C3=CN(N=C3)C4CCNCC4)N. (2) Drug 2: CC(C1=C(C=CC(=C1Cl)F)Cl)OC2=C(N=CC(=C2)C3=CN(N=C3)C4CCNCC4)N. Drug 1: CNC(=O)C1=CC=CC=C1SC2=CC3=C(C=C2)C(=NN3)C=CC4=CC=CC=N4. Synergy scores: CSS=5.03, Synergy_ZIP=-1.08, Synergy_Bliss=0.209, Synergy_Loewe=-2.16, Synergy_HSA=-1.80. Cell line: NCI-H226. (3) Synergy scores: CSS=-0.732, Synergy_ZIP=1.47, Synergy_Bliss=3.16, Synergy_Loewe=-6.90, Synergy_HSA=-2.96. Drug 1: CC1C(C(=O)NC(C(=O)N2CCCC2C(=O)N(CC(=O)N(C(C(=O)O1)C(C)C)C)C)C(C)C)NC(=O)C3=C4C(=C(C=C3)C)OC5=C(C(=O)C(=C(C5=N4)C(=O)NC6C(OC(=O)C(N(C(=O)CN(C(=O)C7CCCN7C(=O)C(NC6=O)C(C)C)C)C)C(C)C)C)N)C. Drug 2: CNC(=O)C1=NC=CC(=C1)OC2=CC=C(C=C2)NC(=O)NC3=CC(=C(C=C3)Cl)C(F)(F)F. Cell line: HOP-92. (4) Drug 1: C1CC(=O)NC(=O)C1N2CC3=C(C2=O)C=CC=C3N. Drug 2: CC1=CC2C(CCC3(C2CCC3(C(=O)C)OC(=O)C)C)C4(C1=CC(=O)CC4)C. Cell line: HL-60(TB). Synergy scores: CSS=-15.7, Synergy_ZIP=-4.40, Synergy_Bliss=-24.8, Synergy_Loewe=-27.9, Synergy_HSA=-27.3. (5) Drug 1: CS(=O)(=O)C1=CC(=C(C=C1)C(=O)NC2=CC(=C(C=C2)Cl)C3=CC=CC=N3)Cl. Drug 2: COC1=C2C(=CC3=C1OC=C3)C=CC(=O)O2. Cell line: COLO 205. Synergy scores: CSS=-2.25, Synergy_ZIP=3.02, Synergy_Bliss=2.97, Synergy_Loewe=-0.926, Synergy_HSA=-3.50. (6) Drug 1: C1=NC2=C(N1)C(=S)N=CN2. Drug 2: C1CC(=O)NC(=O)C1N2C(=O)C3=CC=CC=C3C2=O. Cell line: M14. Synergy scores: CSS=44.8, Synergy_ZIP=2.30, Synergy_Bliss=3.25, Synergy_Loewe=-34.1, Synergy_HSA=2.03. (7) Drug 1: CCC1=C2CN3C(=CC4=C(C3=O)COC(=O)C4(CC)O)C2=NC5=C1C=C(C=C5)O. Drug 2: CC1C(C(CC(O1)OC2CC(CC3=C2C(=C4C(=C3O)C(=O)C5=CC=CC=C5C4=O)O)(C(=O)C)O)N)O. Cell line: T-47D. Synergy scores: CSS=48.8, Synergy_ZIP=-2.29, Synergy_Bliss=-3.22, Synergy_Loewe=1.64, Synergy_HSA=3.24. (8) Drug 1: CCCS(=O)(=O)NC1=C(C(=C(C=C1)F)C(=O)C2=CNC3=C2C=C(C=N3)C4=CC=C(C=C4)Cl)F. Drug 2: CNC(=O)C1=NC=CC(=C1)OC2=CC=C(C=C2)NC(=O)NC3=CC(=C(C=C3)Cl)C(F)(F)F. Cell line: PC-3. Synergy scores: CSS=10.7, Synergy_ZIP=-5.33, Synergy_Bliss=-2.54, Synergy_Loewe=-16.5, Synergy_HSA=-3.68. (9) Drug 1: CNC(=O)C1=CC=CC=C1SC2=CC3=C(C=C2)C(=NN3)C=CC4=CC=CC=N4. Drug 2: C1=CC(=CC=C1CC(C(=O)O)N)N(CCCl)CCCl.Cl. Cell line: PC-3. Synergy scores: CSS=3.64, Synergy_ZIP=-1.82, Synergy_Bliss=-0.826, Synergy_Loewe=-6.02, Synergy_HSA=-3.65.